The task is: Predict which catalyst facilitates the given reaction.. This data is from Catalyst prediction with 721,799 reactions and 888 catalyst types from USPTO. (1) Reactant: [O:1]=[C:2]1[CH2:7][NH:6][CH2:5][CH2:4][N:3]1[C:8]1[CH:13]=[CH:12][C:11]([S:14]([NH:17][C:18]2[S:19][CH:20]=[CH:21][N:22]=2)(=[O:16])=[O:15])=[CH:10][CH:9]=1.[Cl:23][C:24]1[CH:25]=[C:26]2[C:31](=[CH:32][CH:33]=1)[N:30]([C@H:34]([CH2:38][CH:39]([CH3:41])[CH3:40])[C:35](O)=[O:36])[CH2:29][CH2:28][CH2:27]2.CN(C(ON1N=NC2C=CC=NC1=2)=[N+](C)C)C.F[P-](F)(F)(F)(F)F.C(=O)(O)[O-].[Na+]. Product: [Cl:23][C:24]1[CH:25]=[C:26]2[C:31](=[CH:32][CH:33]=1)[N:30]([C@H:34]([CH2:38][CH:39]([CH3:41])[CH3:40])[C:35]([N:6]1[CH2:5][CH2:4][N:3]([C:8]3[CH:9]=[CH:10][C:11]([S:14]([NH:17][C:18]4[S:19][CH:20]=[CH:21][N:22]=4)(=[O:16])=[O:15])=[CH:12][CH:13]=3)[C:2](=[O:1])[CH2:7]1)=[O:36])[CH2:29][CH2:28][CH2:27]2. The catalyst class is: 3. (2) Reactant: Br[C:2]1[C:11]2[C:6](=[CH:7][CH:8]=[C:9]([N+:12]([O-:14])=[O:13])[CH:10]=2)[N:5]=[C:4]([N:15]2[CH2:20][CH2:19][N:18](C=O)[CH2:17][CH2:16]2)[CH:3]=1.[CH2:23]([Sn](CCCC)(CCCC)C=C)[CH2:24]CC. Product: [N+:12]([C:9]1[CH:10]=[C:11]2[C:6](=[CH:7][CH:8]=1)[N:5]=[C:4]([N:15]1[CH2:20][CH2:19][NH:18][CH2:17][CH2:16]1)[CH:3]=[C:2]2[CH:23]=[CH2:24])([O-:14])=[O:13]. The catalyst class is: 77. (3) Reactant: [C:1]1([NH:7][C:8]([N:10]2[CH2:19][CH2:18][C:17]3[C:12](=[CH:13][CH:14]=[CH:15][CH:16]=3)[CH:11]2[C:20]2[CH:25]=[CH:24][C:23]([C:26]([F:29])([F:28])[F:27])=[CH:22][CH:21]=2)=[O:9])[CH:6]=[CH:5][CH:4]=[CH:3][CH:2]=1.[H-].[Na+].I[CH3:33].O. Product: [CH3:33][N:7]([C:1]1[CH:6]=[CH:5][CH:4]=[CH:3][CH:2]=1)[C:8]([N:10]1[CH2:19][CH2:18][C:17]2[C:12](=[CH:13][CH:14]=[CH:15][CH:16]=2)[CH:11]1[C:20]1[CH:21]=[CH:22][C:23]([C:26]([F:29])([F:27])[F:28])=[CH:24][CH:25]=1)=[O:9]. The catalyst class is: 1. (4) Reactant: P(Cl)(Cl)(Cl)=O.O[C:7]1([CH:16]2[CH2:20][CH2:19][NH:18][C:17]2=[O:21])[CH2:12][CH2:11][CH2:10][N:9]2[CH:13]=[N:14][CH:15]=[C:8]12.N1C=CC=CC=1.N12CCCN=C1CCCCC2. Product: [CH:15]1[N:14]=[CH:13][N:9]2[CH2:10][CH2:11][CH2:12][C:7](=[C:16]3[CH2:20][CH2:19][NH:18][C:17]3=[O:21])[C:8]=12. The catalyst class is: 6. (5) Reactant: F[C:2]1[CH:7]=[C:6]([C:8]2[CH:37]=[CH:36][C:11]3[N:12]([C:15]4[S:19][C:18]([C:20]([NH2:22])=[O:21])=[C:17]([O:23][C@@H:24]([C:26]5[CH:31]=[CH:30][CH:29]=[CH:28][C:27]=5[C:32]([F:35])([F:34])[F:33])[CH3:25])[CH:16]=4)[CH:13]=[N:14][C:10]=3[CH:9]=2)[CH:5]=[CH:4][N:3]=1.[CH3:38][N:39]([CH3:44])[CH2:40][CH2:41][CH2:42][NH2:43].CC(O)C. Product: [CH3:38][N:39]([CH3:44])[CH2:40][CH2:41][CH2:42][NH:43][C:2]1[CH:7]=[C:6]([C:8]2[CH:37]=[CH:36][C:11]3[N:12]([C:15]4[S:19][C:18]([C:20]([NH2:22])=[O:21])=[C:17]([O:23][C@@H:24]([C:26]5[CH:31]=[CH:30][CH:29]=[CH:28][C:27]=5[C:32]([F:34])([F:33])[F:35])[CH3:25])[CH:16]=4)[CH:13]=[N:14][C:10]=3[CH:9]=2)[CH:5]=[CH:4][N:3]=1. The catalyst class is: 61.